From a dataset of Reaction yield outcomes from USPTO patents with 853,638 reactions. Predict the reaction yield, written as a fraction of the theoretical maximum amount of product (1.0 means a 100% yield; for example, 0.34 means a 34% yield). The reactants are [NH:1]1[CH:5]=[C:4]([CH2:6][CH2:7][C:8]([OH:10])=[O:9])[N:3]=[CH:2]1.OS(O)(=O)=O.[CH3:16]O. No catalyst specified. The product is [CH3:16][O:9][C:8](=[O:10])[CH2:7][CH2:6][C:4]1[N:3]=[CH:2][NH:1][CH:5]=1. The yield is 0.900.